This data is from Rat liver microsome stability data. The task is: Regression/Classification. Given a drug SMILES string, predict its absorption, distribution, metabolism, or excretion properties. Task type varies by dataset: regression for continuous measurements (e.g., permeability, clearance, half-life) or binary classification for categorical outcomes (e.g., BBB penetration, CYP inhibition). Dataset: rlm. (1) The molecule is CCCCn1nc(-c2nc3ccccc3s2)nc2c(=O)n(C)c(=O)nc1-2. The result is 0 (unstable in rat liver microsomes). (2) The drug is O=C(N[C@H]1CNC1=O)OCCCCC1CCC(F)(F)CC1. The result is 1 (stable in rat liver microsomes). (3) The drug is COc1ccc(CN2CCN(C(=O)c3cc4c(s3)CCC4)CC2)cc1. The result is 1 (stable in rat liver microsomes). (4) The compound is CC(C)(C)OC(=O)N1CCN(c2ccc(NCc3ccc(-c4ccc(C#N)cc4)o3)cc2)CC1. The result is 1 (stable in rat liver microsomes). (5) The molecule is CCN1CCN(CCCOc2ccc(-c3ccccc3)cc2)CC1. The result is 1 (stable in rat liver microsomes). (6) The compound is Cc1ccc2nc3c(cc(C(=O)NCc4ccc(-c5ccccc5)cc4)c(=N)n3C3(c4ccc(F)cc4)CC3)c(=O)n2c1. The result is 0 (unstable in rat liver microsomes). (7) The drug is CN1CCCC1CCOC(c1cc2nccc(C(=O)O)c2[nH]1)c1ccccc1Cl. The result is 0 (unstable in rat liver microsomes). (8) The compound is CC[C@@]1(O)C(=O)OCc2c1cc1n(c2=O)Cc2cc3ccccc3nc2-1. The result is 0 (unstable in rat liver microsomes). (9) The compound is Cc1sc2c(c1C)C(c1ccc(Cl)cc1)=N[C@@H](CC(=O)OC(C)(C)C)c1nnc(C)n1-2. The result is 1 (stable in rat liver microsomes). (10) The molecule is COc1cc(C(=O)NC2CCCc3c2[nH]c2ccccc32)cc(OC)c1OC. The result is 1 (stable in rat liver microsomes).